From a dataset of Peptide-MHC class I binding affinity with 185,985 pairs from IEDB/IMGT. Regression. Given a peptide amino acid sequence and an MHC pseudo amino acid sequence, predict their binding affinity value. This is MHC class I binding data. (1) The peptide sequence is FIFTGITLFL. The MHC is HLA-A02:01 with pseudo-sequence HLA-A02:01. The binding affinity (normalized) is 1.00. (2) The peptide sequence is MVSRLLLNR. The binding affinity (normalized) is 0.804. The MHC is HLA-A33:01 with pseudo-sequence HLA-A33:01.